This data is from Reaction yield outcomes from USPTO patents with 853,638 reactions. The task is: Predict the reaction yield, written as a fraction of the theoretical maximum amount of product (1.0 means a 100% yield; for example, 0.34 means a 34% yield). The reactants are [NH2:1][C:2]1[C:11]2[C:6](=[C:7](I)[CH:8]=[CH:9][CH:10]=2)[N:5]=[N:4][C:3]=1[C:13]([NH:15][CH2:16][CH2:17][CH3:18])=[O:14].C[Sn](C)(C)[C:21]1[CH:22]=[N:23][CH:24]=[C:25]([C:27]([N:29]2[CH2:32][CH2:31][CH2:30]2)=[O:28])[CH:26]=1. No catalyst specified. The product is [NH2:1][C:2]1[C:11]2[C:6](=[C:7]([C:21]3[CH:22]=[N:23][CH:24]=[C:25]([C:27]([N:29]4[CH2:30][CH2:31][CH2:32]4)=[O:28])[CH:26]=3)[CH:8]=[CH:9][CH:10]=2)[N:5]=[N:4][C:3]=1[C:13]([NH:15][CH2:16][CH2:17][CH3:18])=[O:14]. The yield is 0.440.